Dataset: Full USPTO retrosynthesis dataset with 1.9M reactions from patents (1976-2016). Task: Predict the reactants needed to synthesize the given product. (1) Given the product [Cl:37][CH:38]=[C:39]([O:40][Si:2]([CH3:9])([CH3:8])[CH3:1])[N:32]=[CH:21][C:20]1[CH:23]=[C:16]([F:15])[CH:17]=[CH:18][C:19]=1[CH3:24], predict the reactants needed to synthesize it. The reactants are: [CH3:1][Si:2]([CH3:9])([CH3:8])N[Si:2]([CH3:9])([CH3:8])[CH3:1].C([Li])CCC.[F:15][C:16]1[CH:17]=[CH:18][C:19]([CH3:24])=[C:20]([CH:23]=1)[CH:21]=O.C[Si](Cl)(C)C.C([N:32](CC)CC)C.[Cl:37][CH2:38][C:39](Cl)=[O:40]. (2) Given the product [S:34](=[O:36])(=[O:35])([O:32][CH2:31][CH2:30][C:28]1[CH:27]=[CH:26][C:25]2[C:18]3[C:17]([NH:16][C:4]4[CH:5]=[CH:6][C:7]([O:8][CH2:9][C:10]5[CH:15]=[CH:14][CH:13]=[CH:12][N:11]=5)=[C:2]([Cl:1])[CH:3]=4)=[N:22][CH:21]=[N:20][C:19]=3[S:23][C:24]=2[CH:29]=1)[NH2:37], predict the reactants needed to synthesize it. The reactants are: [Cl:1][C:2]1[CH:3]=[C:4]([NH:16][C:17]2[C:18]3[C:25]4[CH:26]=[CH:27][C:28]([CH2:30][CH2:31][OH:32])=[CH:29][C:24]=4[S:23][C:19]=3[N:20]=[CH:21][N:22]=2)[CH:5]=[CH:6][C:7]=1[O:8][CH2:9][C:10]1[CH:15]=[CH:14][CH:13]=[CH:12][N:11]=1.Cl[S:34]([NH2:37])(=[O:36])=[O:35]. (3) Given the product [CH2:23]([O:30][C:31]([N:33]1[CH2:39][CH2:38][C:37](=[O:40])[CH:36]([NH:41][C:42](=[O:44])[CH3:43])[CH2:35][CH2:34]1)=[O:32])[C:24]1[CH:25]=[CH:26][CH:27]=[CH:28][CH:29]=1, predict the reactants needed to synthesize it. The reactants are: CC(OI1(OC(C)=O)(OC(C)=O)OC(=O)C2C=CC=CC1=2)=O.[CH2:23]([O:30][C:31]([N:33]1[CH2:39][CH2:38][CH:37]([OH:40])[CH:36]([NH:41][C:42](=[O:44])[CH3:43])[CH2:35][CH2:34]1)=[O:32])[C:24]1[CH:29]=[CH:28][CH:27]=[CH:26][CH:25]=1. (4) Given the product [F:40][CH2:41][CH2:42][CH2:43][NH:44][C:2]1[CH:9]=[C:8]([N:10]2[C:22]3[CH:21]=[CH:20][CH:19]=[C:18]([C:23]4[CH:24]=[N:25][C:26]5[C:31]([CH:32]=4)=[CH:30][CH:29]=[CH:28][CH:27]=5)[C:17]=3[C:16]3[C:11]2=[CH:12][CH:13]=[CH:14][CH:15]=3)[CH:7]=[CH:6][C:3]=1[C:4]([NH2:5])=[O:34], predict the reactants needed to synthesize it. The reactants are: F[C:2]1[CH:9]=[C:8]([N:10]2[C:22]3[CH:21]=[CH:20][CH:19]=[C:18]([C:23]4[CH:24]=[N:25][C:26]5[C:31]([CH:32]=4)=[CH:30][CH:29]=[CH:28][CH:27]=5)[C:17]=3[C:16]3[C:11]2=[CH:12][CH:13]=[CH:14][CH:15]=3)[CH:7]=[CH:6][C:3]=1[C:4]#[N:5].C(=O)([O-])[O-:34].[K+].[K+].Cl.[F:40][CH2:41][CH2:42][CH2:43][NH2:44].[OH-].[Na+].OO. (5) Given the product [Br:1][C:2]1[CH:3]=[C:4]2[C:9](=[N:10][CH:11]=1)[N:8]([CH2:12][CH3:13])[CH:7]=[C:6]([C:14]([O:16][CH2:17][CH2:18][O:19][P:21]([O:23][CH2:24][C:25]1[CH:30]=[CH:29][CH:28]=[CH:27][CH:26]=1)([O:31][CH2:32][C:33]1[CH:38]=[CH:37][CH:36]=[CH:35][CH:34]=1)=[O:22])=[O:15])[C:5]2=[O:20], predict the reactants needed to synthesize it. The reactants are: [Br:1][C:2]1[CH:3]=[C:4]2[C:9](=[N:10][CH:11]=1)[N:8]([CH2:12][CH3:13])[CH:7]=[C:6]([C:14]([O:16][CH2:17][CH2:18][OH:19])=[O:15])[C:5]2=[O:20].[P:21](O)([O:31][CH2:32][C:33]1[CH:38]=[CH:37][CH:36]=[CH:35][CH:34]=1)([O:23][CH2:24][C:25]1[CH:30]=[CH:29][CH:28]=[CH:27][CH:26]=1)=[O:22].C1(P(C2C=CC=CC=2)C2C=CC=CC=2)C=CC=CC=1.N(C(OC(C)C)=O)=NC(OC(C)C)=O. (6) Given the product [CH3:37][O:36][C:32]1[S:31][C:30]2=[N:29][C:28]([C:26]3[O:27][C:23]4[CH:22]=[C:21]([O:20][CH3:19])[CH:39]=[C:38]([O:40][CH2:53][C:49]5[CH:50]=[CH:51][CH:52]=[C:47]([CH:44]6[CH2:45][CH2:46][O:41][CH2:42][CH2:43]6)[CH:48]=5)[C:24]=4[CH:25]=3)=[CH:35][N:34]2[N:33]=1, predict the reactants needed to synthesize it. The reactants are: N(C(N1CCCCC1)=O)=NC(N1CCCCC1)=O.[CH3:19][O:20][C:21]1[CH:22]=[C:23]2[O:27][C:26]([C:28]3[N:29]=[C:30]4[N:34]([CH:35]=3)[N:33]=[C:32]([O:36][CH3:37])[S:31]4)=[CH:25][C:24]2=[C:38]([OH:40])[CH:39]=1.[O:41]1[CH2:46][CH2:45][CH:44]([C:47]2[CH:48]=[C:49]([CH2:53]O)[CH:50]=[CH:51][CH:52]=2)[CH2:43][CH2:42]1.C(P(CCCC)CCCC)CCC. (7) Given the product [NH2:47][CH2:48][CH2:49][CH2:50][CH2:51][NH:52][C:53](=[O:78])[C:54]1[CH:59]=[CH:58][CH:57]=[C:56]([NH:60][C:61]2[N:62]=[CH:63][C:64]3[CH2:70][C:69](=[O:71])[NH:68][C:67]4[CH:72]=[C:73]([Cl:76])[CH:74]=[CH:75][C:66]=4[C:65]=3[N:77]=2)[CH:55]=1, predict the reactants needed to synthesize it. The reactants are: ClC1C=CC2C3N=C(NC4C=C(C=CC=4)C(O)=O)N=CC=3CC(=O)NC=2C=1.NCCCCNC(=O)OC(C)(C)C.C(OC(=O)[NH:47][CH2:48][CH2:49][CH2:50][CH2:51][NH:52][C:53](=[O:78])[C:54]1[CH:59]=[CH:58][CH:57]=[C:56]([NH:60][C:61]2[N:62]=[CH:63][C:64]3[CH2:70][C:69](=[O:71])[NH:68][C:67]4[CH:72]=[C:73]([Cl:76])[CH:74]=[CH:75][C:66]=4[C:65]=3[N:77]=2)[CH:55]=1)(C)(C)C. (8) Given the product [OH:29][CH2:28][CH:25]1[CH2:26][N:27]([C:15]([O:17][C:18]([CH3:19])([CH3:20])[CH3:21])=[O:16])[CH:23]([CH3:22])[CH2:24]1, predict the reactants needed to synthesize it. The reactants are: C(=O)([O-])[O-].[K+].[K+].[C:15](O[C:15]([O:17][C:18]([CH3:21])([CH3:20])[CH3:19])=[O:16])([O:17][C:18]([CH3:21])([CH3:20])[CH3:19])=[O:16].[CH3:22][CH:23]1[NH:27][CH2:26][CH:25]([CH2:28][OH:29])[CH2:24]1.